From a dataset of Forward reaction prediction with 1.9M reactions from USPTO patents (1976-2016). Predict the product of the given reaction. (1) The product is: [CH2:1]([N:3]([C@H:4]([C:12]1[CH:13]=[CH:14][CH:15]=[CH:16][CH:17]=1)[C:5]([O:7][C:8]([CH3:11])([CH3:9])[CH3:10])=[O:6])[C:18](=[O:20])[CH3:19])[CH3:2]. Given the reactants [CH2:1]([NH:3][C@H:4]([C:12]1[CH:17]=[CH:16][CH:15]=[CH:14][CH:13]=1)[C:5]([O:7][C:8]([CH3:11])([CH3:10])[CH3:9])=[O:6])[CH3:2].[C:18](OC(=O)C)(=[O:20])[CH3:19].N1C=CC=CC=1, predict the reaction product. (2) Given the reactants [NH2:1][C:2]1[C:7]2=[C:8]([C:14]3[CH:19]=[CH:18][C:17]([NH:20][C:21]([NH:23][C:24]4[CH:29]=[C:28]([C:30]([F:33])([F:32])[F:31])[CH:27]=[CH:26][C:25]=4[F:34])=[O:22])=[C:16]([F:35])[CH:15]=3)[CH:9]=[C:10]([CH2:11][CH2:12]Br)[N:6]2[N:5]=[CH:4][N:3]=1.[NH:36]1[CH2:41][CH2:40][O:39][CH2:38][CH2:37]1.C(N(CC)CC)C.[I-].[Na+], predict the reaction product. The product is: [NH2:1][C:2]1[C:7]2=[C:8]([C:14]3[CH:19]=[CH:18][C:17]([NH:20][C:21]([NH:23][C:24]4[CH:29]=[C:28]([C:30]([F:33])([F:32])[F:31])[CH:27]=[CH:26][C:25]=4[F:34])=[O:22])=[C:16]([F:35])[CH:15]=3)[CH:9]=[C:10]([CH2:11][CH2:12][N:36]3[CH2:41][CH2:40][O:39][CH2:38][CH2:37]3)[N:6]2[N:5]=[CH:4][N:3]=1. (3) Given the reactants Cl[C:2]1[NH:6][C:5]2[CH:7]=[CH:8][C:9]([C:11]3[N:12]=[C:13]([N:27]4[CH2:32][CH2:31][O:30][CH2:29][CH2:28]4)[C:14]4[CH2:20][CH2:19][N:18]([C:21]5[N:26]=[CH:25][CH:24]=[CH:23][N:22]=5)[CH2:17][C:15]=4[N:16]=3)=[CH:10][C:4]=2[N:3]=1.Cl.[CH2:34]([NH2:36])[CH3:35].C(O)C.C(N(CC)C(C)C)(C)C, predict the reaction product. The product is: [CH2:34]([NH:36][C:2]1[NH:6][C:5]2[CH:7]=[CH:8][C:9]([C:11]3[N:12]=[C:13]([N:27]4[CH2:32][CH2:31][O:30][CH2:29][CH2:28]4)[C:14]4[CH2:20][CH2:19][N:18]([C:21]5[N:22]=[CH:23][CH:24]=[CH:25][N:26]=5)[CH2:17][C:15]=4[N:16]=3)=[CH:10][C:4]=2[N:3]=1)[CH3:35].